This data is from Catalyst prediction with 721,799 reactions and 888 catalyst types from USPTO. The task is: Predict which catalyst facilitates the given reaction. (1) Reactant: [CH2:1]([O:3][C:4](=[O:22])[C:5]([C:8]1(O)[CH2:13][CH2:12][N:11]([CH2:14][C:15]2[CH:20]=[CH:19][CH:18]=[CH:17][CH:16]=2)[CH2:10][CH2:9]1)([CH3:7])[CH3:6])[CH3:2].CN(C)C=O.S(Cl)(Cl)=O. Product: [CH2:1]([O:3][C:4](=[O:22])[C:5]([C:8]1[CH2:13][CH2:12][N:11]([CH2:14][C:15]2[CH:20]=[CH:19][CH:18]=[CH:17][CH:16]=2)[CH2:10][CH:9]=1)([CH3:7])[CH3:6])[CH3:2]. The catalyst class is: 22. (2) Reactant: C[C:2](C)([O-:4])C.[K+].[Cl-].COC[P+](C1C=CC=CC=1)(C1C=CC=CC=1)C1C=CC=CC=1.[Br:30][C:31]1[CH:32]=[CH:33][C:34]2[CH:38]=[C:37]([CH:39]=O)[S:36][C:35]=2[CH:41]=1. Product: [Br:30][C:31]1[CH:32]=[CH:33][C:34]2[CH:38]=[C:37]([CH2:39][CH:2]=[O:4])[S:36][C:35]=2[CH:41]=1. The catalyst class is: 7. (3) Reactant: [O:1]1CCO[CH:2]1[CH2:6][C:7]1[CH:16]=[CH:15][C:10]2[C:11](=[O:14])[O:12][CH2:13][C:9]=2[CH:8]=1.Cl. Product: [O:14]=[C:11]1[C:10]2[CH:15]=[CH:16][C:7]([CH2:6][CH:2]=[O:1])=[CH:8][C:9]=2[CH2:13][O:12]1. The catalyst class is: 6. (4) Reactant: O=[C:2]([CH2:8][C:9](=O)[C:10]1[CH:14]=[CH:13][S:12][CH:11]=1)[C:3]([O:5][CH2:6][CH3:7])=[O:4].C1C=CC=CC=1.[CH3:22][CH:23]([N:25]1[C:29]([NH2:30])=[CH:28][CH:27]=[N:26]1)[CH3:24]. Product: [CH3:22][CH:23]([N:25]1[C:29]2[N:30]=[C:9]([C:10]3[CH:14]=[CH:13][S:12][CH:11]=3)[CH:8]=[C:2]([C:3]([O:5][CH2:6][CH3:7])=[O:4])[C:28]=2[CH:27]=[N:26]1)[CH3:24]. The catalyst class is: 15. (5) Reactant: C1(P(C2C=CC=CC=2)C2C=CC=CC=2)C=CC=CC=1.C(N(CC)CC)C.[F:27][C:28]([F:33])([F:32])[C:29](O)=O.[CH3:34][C:35]1[C:41]([N+:42]([O-:44])=[O:43])=[CH:40][CH:39]=[CH:38][C:36]=1[NH2:37].C(Cl)(Cl)(Cl)[Cl:46]. Product: [F:27][C:28]([F:33])([F:32])[C:29]([Cl:46])=[N:37][C:36]1[CH:38]=[CH:39][CH:40]=[C:41]([N+:42]([O-:44])=[O:43])[C:35]=1[CH3:34]. The catalyst class is: 81. (6) The catalyst class is: 10. Reactant: [Cl:1][C:2]1[C:3](/[C:12](=[N:27]/[O:28][CH2:29][CH:30]2[CH2:32][CH2:31]2)/[CH2:13][NH:14][C:15](=[O:26])[C:16]2[CH:21]=[CH:20][CH:19]=[CH:18][C:17]=2[C:22]([F:25])([F:24])[F:23])=[N:4][CH:5]=[C:6]([C:8]([F:11])([F:10])[F:9])[CH:7]=1.C(C1C=CC=CC=1)(=O)C1C=CC=CC=1. Product: [Cl:1][C:2]1[C:3](/[C:12](=[N:27]\[O:28][CH2:29][CH:30]2[CH2:31][CH2:32]2)/[CH2:13][NH:14][C:15](=[O:26])[C:16]2[CH:21]=[CH:20][CH:19]=[CH:18][C:17]=2[C:22]([F:24])([F:25])[F:23])=[N:4][CH:5]=[C:6]([C:8]([F:9])([F:11])[F:10])[CH:7]=1.